From a dataset of Reaction yield outcomes from USPTO patents with 853,638 reactions. Predict the reaction yield, written as a fraction of the theoretical maximum amount of product (1.0 means a 100% yield; for example, 0.34 means a 34% yield). (1) The reactants are C(O[BH-](OC(=O)C)OC(=O)C)(=O)C.[Na+].[F:15][C:16]1[CH:21]=[CH:20][CH:19]=[CH:18][C:17]=1[C:22]1[N:23]=[N:24][N:25]2[C:34]3[C:29](=[CH:30][CH:31]=[CH:32][CH:33]=3)[C:28]([N:35]3[CH2:40][CH2:39][C:38](=O)[CH2:37][CH2:36]3)=[N:27][C:26]=12.[NH:42]1[CH2:47][CH2:46][O:45][CH2:44][CH2:43]1. The catalyst is C(Cl)Cl. The product is [F:15][C:16]1[CH:21]=[CH:20][CH:19]=[CH:18][C:17]=1[C:22]1[N:23]=[N:24][N:25]2[C:34]3[C:29](=[CH:30][CH:31]=[CH:32][CH:33]=3)[C:28]([N:35]3[CH2:36][CH2:37][CH:38]([N:42]4[CH2:47][CH2:46][O:45][CH2:44][CH2:43]4)[CH2:39][CH2:40]3)=[N:27][C:26]=12. The yield is 0.710. (2) The reactants are [OH:1][C:2]1[C:3]([C:12]([C:14]2[CH:19]=[CH:18][CH:17]=[CH:16][CH:15]=2)=[O:13])=[N:4][C:5]2[C:10]([CH:11]=1)=[CH:9][CH:8]=[CH:7][CH:6]=2.Cl[C:21]1[C:30]2[C:25](=[CH:26][C:27]([O:33][CH3:34])=[C:28]([O:31][CH3:32])[CH:29]=2)[N:24]=[CH:23][CH:22]=1. The catalyst is CN(C)C1C=CN=CC=1.ClC1C=CC=CC=1Cl. The product is [CH3:32][O:31][C:28]1[CH:29]=[C:30]2[C:25](=[CH:26][C:27]=1[O:33][CH3:34])[N:24]=[CH:23][CH:22]=[C:21]2[O:1][C:2]1[C:3]([C:12]([C:14]2[CH:19]=[CH:18][CH:17]=[CH:16][CH:15]=2)=[O:13])=[N:4][C:5]2[C:10]([CH:11]=1)=[CH:9][CH:8]=[CH:7][CH:6]=2. The yield is 0.420. (3) The reactants are [CH2:1]([Mg]Br)[CH3:2].[CH2:5]([N:12]([CH3:21])[CH2:13][CH2:14][C:15](N(OC)C)=[O:16])[C:6]1[CH:11]=[CH:10][CH:9]=[CH:8][CH:7]=1.[NH4+].[Cl-]. The catalyst is C1COCC1. The product is [CH2:5]([N:12]([CH3:21])[CH2:13][CH2:14][C:15](=[O:16])[CH2:1][CH3:2])[C:6]1[CH:11]=[CH:10][CH:9]=[CH:8][CH:7]=1. The yield is 0.600.